Dataset: Forward reaction prediction with 1.9M reactions from USPTO patents (1976-2016). Task: Predict the product of the given reaction. (1) Given the reactants [N:1]1[CH:6]=[CH:5][N:4]=[CH:3][C:2]=1[C:7]1[CH:14]=[CH:13][C:10]([CH:11]=[O:12])=[CH:9][CH:8]=1.[CH3:15][CH:16]1[NH:20][C:19](=[O:21])[NH:18][C:17]1=[O:22], predict the reaction product. The product is: [OH:12][CH:11]([C:10]1[CH:9]=[CH:8][C:7]([C:2]2[CH:3]=[N:4][CH:5]=[CH:6][N:1]=2)=[CH:14][CH:13]=1)[C:16]1([CH3:15])[NH:20][C:19](=[O:21])[NH:18][C:17]1=[O:22]. (2) Given the reactants [NH2:1][C:2]1[CH:3]=[C:4]2[C:8](=[CH:9][CH:10]=1)[NH:7][CH:6]=[C:5]2[C:11](=[O:19])[C:12]([N:14]([CH2:17][CH3:18])[CH2:15][CH3:16])=[O:13].[CH:20]1[C:29]2[C:24](=[CH:25][CH:26]=[CH:27][CH:28]=2)[CH:23]=[CH:22][C:21]=1[S:30](Cl)(=[O:32])=[O:31], predict the reaction product. The product is: [CH2:15]([N:14]([CH2:17][CH3:18])[C:12](=[O:13])[C:11]([C:5]1[C:4]2[C:8](=[CH:9][CH:10]=[C:2]([NH:1][S:30]([C:21]3[CH:22]=[CH:23][C:24]4[C:29](=[CH:28][CH:27]=[CH:26][CH:25]=4)[CH:20]=3)(=[O:32])=[O:31])[CH:3]=2)[NH:7][CH:6]=1)=[O:19])[CH3:16]. (3) Given the reactants Br[C:2]1[CH:3]=[CH:4][C:5]([N+:8]([O-:10])=[O:9])=[N:6][CH:7]=1.[CH3:11][N:12]1[CH2:17][CH2:16][NH:15][CH2:14][CH2:13]1, predict the reaction product. The product is: [CH3:11][N:12]1[CH2:17][CH2:16][N:15]([C:2]2[CH:7]=[N:6][C:5]([N+:8]([O-:10])=[O:9])=[CH:4][CH:3]=2)[CH2:14][CH2:13]1. (4) Given the reactants [Cl:1][C:2]1[CH:3]=[CH:4][C:5]([N:12]2[C:17](=[O:18])[C:16]3[CH:19]=[C:20]([CH2:22][CH3:23])[S:21][C:15]=3[NH:14][C:13]2=[O:24])=[C:6]([CH:11]=1)[C:7]([O:9][CH3:10])=[O:8].Br[CH2:26][C:27]1[CH:32]=[CH:31][C:30]([C:33]2[CH:38]=[CH:37][CH:36]=[CH:35][C:34]=2[C:39]2[N:43]=[C:42](C(Cl)(Cl)Cl)[O:41][N:40]=2)=[CH:29][CH:28]=1.C(=O)([O-])[O-:49].[K+].[K+], predict the reaction product. The product is: [Cl:1][C:2]1[CH:3]=[CH:4][C:5]([N:12]2[C:17](=[O:18])[C:16]3[CH:19]=[C:20]([CH2:22][CH3:23])[S:21][C:15]=3[N:14]([CH2:26][C:27]3[CH:32]=[CH:31][C:30]([C:33]4[CH:38]=[CH:37][CH:36]=[CH:35][C:34]=4[C:39]4[NH:43][C:42](=[O:49])[O:41][N:40]=4)=[CH:29][CH:28]=3)[C:13]2=[O:24])=[C:6]([CH:11]=1)[C:7]([O:9][CH3:10])=[O:8].